This data is from Full USPTO retrosynthesis dataset with 1.9M reactions from patents (1976-2016). The task is: Predict the reactants needed to synthesize the given product. Given the product [CH3:41][O:40][C:34]1[CH:33]=[C:32]([C:27]2[C:26]([NH:25][C:16](=[O:18])[CH:15]([C:12]3[CH:11]=[CH:10][C:9]([Cl:8])=[CH:14][CH:13]=3)[O:19][CH3:20])=[CH:31][CH:30]=[CH:29][N:28]=2)[CH:37]=[CH:36][C:35]=1[O:38][CH3:39], predict the reactants needed to synthesize it. The reactants are: C1(C)C=CC=CC=1.[Cl:8][C:9]1[CH:14]=[CH:13][C:12]([CH:15]([O:19][CH3:20])[C:16]([OH:18])=O)=[CH:11][CH:10]=1.S(Cl)(Cl)=O.[NH2:25][C:26]1[C:27]([C:32]2[CH:37]=[CH:36][C:35]([O:38][CH3:39])=[C:34]([O:40][CH3:41])[CH:33]=2)=[N:28][CH:29]=[CH:30][CH:31]=1.